Task: Predict the reaction yield, written as a fraction of the theoretical maximum amount of product (1.0 means a 100% yield; for example, 0.34 means a 34% yield).. Dataset: Reaction yield outcomes from USPTO patents with 853,638 reactions (1) The reactants are Br[C:2]1[CH:18]=[C:17]([CH3:19])[C:5]2[N:6]=[C:7]([NH:10][C:11]3[CH:16]=[CH:15][CH:14]=[CH:13][CH:12]=3)[N:8]=[N:9][C:4]=2[CH:3]=1.[CH3:20][O:21][C:22]1[CH:27]=[CH:26][CH:25]=[C:24]([O:28][CH3:29])[C:23]=1B(O)O.C(=O)([O-])[O-].[K+].[K+].C1(P(C2C=CC=CC=2)C2C=CC=CC=2)C=CC=CC=1. The catalyst is CN(C)C(=O)C.C(O)C.O.[Pd].[Pd].C(=CC(C=CC1C=CC=CC=1)=O)C1C=CC=CC=1.C(=CC(C=CC1C=CC=CC=1)=O)C1C=CC=CC=1.C(=CC(C=CC1C=CC=CC=1)=O)C1C=CC=CC=1. The product is [CH3:20][O:21][C:22]1[CH:27]=[CH:26][CH:25]=[C:24]([O:28][CH3:29])[C:23]=1[C:2]1[CH:18]=[C:17]([CH3:19])[C:5]2[N:6]=[C:7]([NH:10][C:11]3[CH:16]=[CH:15][CH:14]=[CH:13][CH:12]=3)[N:8]=[N:9][C:4]=2[CH:3]=1. The yield is 0.424. (2) The reactants are [H-].[H-].[H-].[H-].[Li+].[Al+3].[CH3:7][N:8]1[C:12]([NH:13][C:14](=O)[C:15]([CH3:18])([CH3:17])[CH3:16])=[CH:11][C:10]([CH3:20])=[N:9]1.O.[OH-].[Na+]. The catalyst is C1COCC1. The product is [CH3:16][C:15]([CH3:18])([CH3:17])[CH2:14][NH:13][C:12]1[N:8]([CH3:7])[N:9]=[C:10]([CH3:20])[CH:11]=1. The yield is 0.850. (3) The reactants are [Zn](CC)[CH2:2]C.C(I)I.[Cl:9][C:10]1[CH:11]=[C:12]([C:17]2[CH2:21][CH2:20][CH:19]([OH:22])[CH:18]=2)[CH:13]=[CH:14][C:15]=1[Cl:16]. The catalyst is C(Cl)Cl. The product is [Cl:9][C:10]1[CH:11]=[C:12]([C:17]23[CH2:2][CH:18]2[CH:19]([OH:22])[CH2:20][CH2:21]3)[CH:13]=[CH:14][C:15]=1[Cl:16]. The yield is 0.640.